Dataset: Peptide-MHC class II binding affinity with 134,281 pairs from IEDB. Task: Regression. Given a peptide amino acid sequence and an MHC pseudo amino acid sequence, predict their binding affinity value. This is MHC class II binding data. (1) The peptide sequence is EKKYVAATQFEPLAA. The MHC is HLA-DPA10201-DPB10501 with pseudo-sequence HLA-DPA10201-DPB10501. The binding affinity (normalized) is 0.683. (2) The peptide sequence is SKGDSARVTVKDVTF. The MHC is HLA-DQA10102-DQB10602 with pseudo-sequence HLA-DQA10102-DQB10602. The binding affinity (normalized) is 0.260. (3) The peptide sequence is NRATWASHIHLVIHR. The MHC is HLA-DQA10501-DQB10302 with pseudo-sequence HLA-DQA10501-DQB10302. The binding affinity (normalized) is 0.474. (4) The peptide sequence is AFKVAATAAEAAPAN. The MHC is DRB1_0802 with pseudo-sequence DRB1_0802. The binding affinity (normalized) is 0.543. (5) The peptide sequence is MIVDTISDFRAAIAN. The MHC is HLA-DPA10201-DPB11401 with pseudo-sequence HLA-DPA10201-DPB11401. The binding affinity (normalized) is 0.0528. (6) The peptide sequence is DVCGMFTNRSGSQQW. The MHC is DRB1_1302 with pseudo-sequence DRB1_1302. The binding affinity (normalized) is 0.315.